From a dataset of CYP2C9 inhibition data for predicting drug metabolism from PubChem BioAssay. Regression/Classification. Given a drug SMILES string, predict its absorption, distribution, metabolism, or excretion properties. Task type varies by dataset: regression for continuous measurements (e.g., permeability, clearance, half-life) or binary classification for categorical outcomes (e.g., BBB penetration, CYP inhibition). Dataset: cyp2c9_veith. (1) The compound is CCc1ccccc1NC(=S)NC1CC2CCC(C1)N2Cc1ccco1. The result is 0 (non-inhibitor). (2) The compound is Clc1cncc(N2CCNCC2)n1. The result is 1 (inhibitor). (3) The drug is O=C(O)[C@H]([C@H]1NCCS1)N1Cc2ccccc2C1. The result is 0 (non-inhibitor). (4) The result is 0 (non-inhibitor). The compound is COc1c2c(c3c(c1CCC(=O)O)OC(C)(C)C=C3)OC(C)(C)C=C2. (5) The compound is Cc1ccccc1-n1ncc2c([N+](=O)[O-])cc([N+](=O)[O-])cc21. The result is 1 (inhibitor). (6) The molecule is CC(C)(C)NS(=O)(=O)c1ccc(NC(=O)NC2CCCCC2)cc1. The result is 1 (inhibitor). (7) The compound is CCNc1ncc2nc(-c3ccccc3)c(=O)n(C[C@H]3CCCO3)c2n1. The result is 0 (non-inhibitor).